Dataset: Catalyst prediction with 721,799 reactions and 888 catalyst types from USPTO. Task: Predict which catalyst facilitates the given reaction. Reactant: [NH2:1][CH:2]1[CH2:10][C:9]2[C:4](=[CH:5][CH:6]=[CH:7][CH:8]=2)[CH2:3]1.[Cl:11][C:12]1[N:20]=[C:19]2[C:15]([NH:16][CH:17]=[N:18]2)=[C:14](Cl)[N:13]=1.Cl. Product: [Cl:11][C:12]1[N:20]=[C:19]2[C:15]([N:16]=[CH:17][NH:18]2)=[C:14]([NH:1][CH:2]2[CH2:10][C:9]3[C:4](=[CH:5][CH:6]=[CH:7][CH:8]=3)[CH2:3]2)[N:13]=1. The catalyst class is: 40.